From a dataset of Forward reaction prediction with 1.9M reactions from USPTO patents (1976-2016). Predict the product of the given reaction. (1) Given the reactants [OH:1][C:2]1[CH:7]=[CH:6][CH:5]=[CH:4][C:3]=1[NH:8][C:9](=[O:16])[C:10]1[CH:15]=[CH:14][CH:13]=[CH:12][CH:11]=1.C(=O)([O-])[O-].[Cs+].[Cs+].[CH2:23]([CH:25]1[O:27][CH2:26]1)Br, predict the reaction product. The product is: [O:27]1[CH2:26][CH:25]1[CH2:23][O:1][C:2]1[CH:7]=[CH:6][CH:5]=[CH:4][C:3]=1[NH:8][C:9](=[O:16])[C:10]1[CH:15]=[CH:14][CH:13]=[CH:12][CH:11]=1. (2) Given the reactants CO[C:3]1[CH:8]=[C:7](B2OC(C)(C)C(C)(C)O2)[CH:6]=[CH:5][C:4]=1NC(=O)OC(C)(C)C.[CH:26]1([N:31]2[C:35]3=[N:36][CH:37]=[N:38][C:39]([NH2:40])=[C:34]3[C:33](I)=[N:32]2)[CH2:30]CC[CH2:27]1.C([O-])([O-])=O.[Na+].[Na+].[C:48](O)([C:50](F)(F)F)=[O:49].B(Br)(Br)Br, predict the reaction product. The product is: [NH2:40][C:39]1[N:38]=[CH:37][N:36]=[C:35]2[N:31]([CH:26]([CH3:27])[CH3:30])[N:32]=[C:33]([C:7]3[CH:8]=[C:3]([C:48](=[O:49])[CH3:50])[CH:4]=[CH:5][CH:6]=3)[C:34]=12. (3) Given the reactants [CH:1]([CH:3]1[CH2:7][CH2:6][N:5]([C:8]([O:10][C:11]([CH3:14])([CH3:13])[CH3:12])=[O:9])[CH2:4]1)=O.[C:15](=O)([O-])[O-].[K+].[K+], predict the reaction product. The product is: [C:1]([CH:3]1[CH2:7][CH2:6][N:5]([C:8]([O:10][C:11]([CH3:14])([CH3:13])[CH3:12])=[O:9])[CH2:4]1)#[CH:15].